From a dataset of NCI-60 drug combinations with 297,098 pairs across 59 cell lines. Regression. Given two drug SMILES strings and cell line genomic features, predict the synergy score measuring deviation from expected non-interaction effect. (1) Drug 2: COC1=NC(=NC2=C1N=CN2C3C(C(C(O3)CO)O)O)N. Synergy scores: CSS=15.5, Synergy_ZIP=-1.52, Synergy_Bliss=-3.99, Synergy_Loewe=-55.0, Synergy_HSA=-4.31. Drug 1: CC1C(C(CC(O1)OC2CC(OC(C2O)C)OC3=CC4=CC5=C(C(=O)C(C(C5)C(C(=O)C(C(C)O)O)OC)OC6CC(C(C(O6)C)O)OC7CC(C(C(O7)C)O)OC8CC(C(C(O8)C)O)(C)O)C(=C4C(=C3C)O)O)O)O. Cell line: K-562. (2) Drug 1: CC1=C(C(=CC=C1)Cl)NC(=O)C2=CN=C(S2)NC3=CC(=NC(=N3)C)N4CCN(CC4)CCO. Drug 2: C1CC(=O)NC(=O)C1N2C(=O)C3=CC=CC=C3C2=O. Cell line: SF-295. Synergy scores: CSS=-2.83, Synergy_ZIP=1.97, Synergy_Bliss=3.72, Synergy_Loewe=-2.31, Synergy_HSA=-0.916. (3) Drug 1: CNC(=O)C1=CC=CC=C1SC2=CC3=C(C=C2)C(=NN3)C=CC4=CC=CC=N4. Drug 2: CN(C)N=NC1=C(NC=N1)C(=O)N. Cell line: MDA-MB-435. Synergy scores: CSS=-8.29, Synergy_ZIP=1.12, Synergy_Bliss=-4.52, Synergy_Loewe=-15.2, Synergy_HSA=-9.07. (4) Drug 2: CC1CCC2CC(C(=CC=CC=CC(CC(C(=O)C(C(C(=CC(C(=O)CC(OC(=O)C3CCCCN3C(=O)C(=O)C1(O2)O)C(C)CC4CCC(C(C4)OC)O)C)C)O)OC)C)C)C)OC. Synergy scores: CSS=13.4, Synergy_ZIP=-4.92, Synergy_Bliss=1.11, Synergy_Loewe=0.653, Synergy_HSA=1.53. Cell line: SNB-19. Drug 1: C1C(C(OC1N2C=C(C(=O)NC2=O)F)CO)O. (5) Drug 1: C1CC(=O)NC(=O)C1N2CC3=C(C2=O)C=CC=C3N. Drug 2: CC1OCC2C(O1)C(C(C(O2)OC3C4COC(=O)C4C(C5=CC6=C(C=C35)OCO6)C7=CC(=C(C(=C7)OC)O)OC)O)O. Cell line: CCRF-CEM. Synergy scores: CSS=38.1, Synergy_ZIP=-5.15, Synergy_Bliss=-6.47, Synergy_Loewe=-30.7, Synergy_HSA=-3.41. (6) Drug 1: CCCS(=O)(=O)NC1=C(C(=C(C=C1)F)C(=O)C2=CNC3=C2C=C(C=N3)C4=CC=C(C=C4)Cl)F. Drug 2: CC1=C(C=C(C=C1)NC2=NC=CC(=N2)N(C)C3=CC4=NN(C(=C4C=C3)C)C)S(=O)(=O)N.Cl. Cell line: SNB-19. Synergy scores: CSS=-2.45, Synergy_ZIP=2.35, Synergy_Bliss=4.08, Synergy_Loewe=1.93, Synergy_HSA=0.888.